From a dataset of Full USPTO retrosynthesis dataset with 1.9M reactions from patents (1976-2016). Predict the reactants needed to synthesize the given product. (1) The reactants are: [C:1]([O:5][C:6](=[O:34])[NH:7][C:8]1[CH:9]=[C:10]2[CH:16]=[C:15]([CH:17]([OH:24])[CH2:18][CH:19]3[CH2:23][CH2:22][CH2:21][CH2:20]3)[N:14]([S:25]([C:28]3[CH:33]=[CH:32][CH:31]=[CH:30][CH:29]=3)(=[O:27])=[O:26])[C:11]2=[N:12][CH:13]=1)([CH3:4])([CH3:3])[CH3:2].CC(OI1(OC(C)=O)(OC(C)=O)OC(=O)C2C=CC=CC1=2)=O. Given the product [C:1]([O:5][C:6](=[O:34])[NH:7][C:8]1[CH:9]=[C:10]2[CH:16]=[C:15]([C:17](=[O:24])[CH2:18][CH:19]3[CH2:23][CH2:22][CH2:21][CH2:20]3)[N:14]([S:25]([C:28]3[CH:33]=[CH:32][CH:31]=[CH:30][CH:29]=3)(=[O:27])=[O:26])[C:11]2=[N:12][CH:13]=1)([CH3:4])([CH3:2])[CH3:3], predict the reactants needed to synthesize it. (2) Given the product [NH2:29][C:25]([CH3:28])([CH2:24][CH2:23][CH2:22][C:19]1[CH:20]=[CH:21][C:16]([S:15][C:11]2[CH:12]=[CH:13][CH:14]=[C:9]([O:8][CH2:1][C:2]3[CH:7]=[CH:6][CH:5]=[CH:4][CH:3]=3)[CH:10]=2)=[CH:17][C:18]=1[Cl:34])[CH2:26][OH:27], predict the reactants needed to synthesize it. The reactants are: [CH2:1]([O:8][C:9]1[CH:10]=[C:11]([S:15][C:16]2[CH:21]=[CH:20][C:19]([CH2:22][CH2:23][CH2:24][C:25]([NH:29]C(OC)=O)([CH3:28])[CH2:26][OH:27])=[C:18]([Cl:34])[CH:17]=2)[CH:12]=[CH:13][CH:14]=1)[C:2]1[CH:7]=[CH:6][CH:5]=[CH:4][CH:3]=1.[OH-].[K+].O1CCCC1.CO. (3) Given the product [Cl:1][C:2]1[CH:33]=[N:32][C:5]2[N:6]=[C:7]([N:19]3[CH2:20][CH2:21][NH:22][CH2:23][CH2:24]3)[C:8]3[N:9]([CH:12]=[CH:11][N:10]=3)[C:4]=2[CH:3]=1, predict the reactants needed to synthesize it. The reactants are: [Cl:1][C:2]1[CH:33]=[N:32][C:5]2=[N:6][C:7]([N:19]3[CH2:24][CH2:23][N:22](C(OC(C)(C)C)=O)[CH2:21][CH2:20]3)=[C:8]([NH:10][CH2:11][CH:12](OCC)OCC)[N:9]=[C:4]2[CH:3]=1.CC1C=CC(S(O)(=O)=O)=CC=1. (4) Given the product [CH:71]1([CH2:74][O:75][C:76]2[C:77]([C:86]3[C:95]4[C:90](=[CH:91][CH:92]=[C:93]([F:96])[CH:94]=4)[C:89](=[O:97])[N:88]([CH3:98])[CH:87]=3)=[N:78][C:79]([NH:103][S:100]([CH3:99])(=[O:102])=[O:101])=[N:80][CH:81]=2)[CH2:72][CH2:73]1, predict the reactants needed to synthesize it. The reactants are: BrC1C2C(=CC=C(F)C=2)C(=O)N(C)C=1.CC1(C)C(C)(C)OB(B2OC(C)(C)C(C)(C)O2)O1.FC1C=C2C(=CC=1)C(=O)N(C)C=C2B1OC(C)(C)C(C)(C)O1.ClC1C(OCC2CC2)=CN=C(S(C)(=O)=O)N=1.[CH:71]1([CH2:74][O:75][C:76]2[C:77]([C:86]3[C:95]4[C:90](=[CH:91][CH:92]=[C:93]([F:96])[CH:94]=4)[C:89](=[O:97])[N:88]([CH3:98])[CH:87]=3)=[N:78][C:79](S(C)(=O)=O)=[N:80][CH:81]=2)[CH2:73][CH2:72]1.[CH3:99][S:100]([NH2:103])(=[O:102])=[O:101]. (5) Given the product [Cl:1][C:2]1[CH:7]=[CH:6][C:5]([C:8]2[N:12]([CH2:13][CH2:14][F:40])[C:11](=[O:16])[N:10]([CH2:17][C:18]([NH:20][C:21]([CH3:33])([C:23]3[CH:28]=[CH:27][CH:26]=[C:25]([C:29]([F:31])([F:30])[F:32])[CH:24]=3)[CH3:22])=[O:19])[N:9]=2)=[CH:4][CH:3]=1, predict the reactants needed to synthesize it. The reactants are: [Cl:1][C:2]1[CH:7]=[CH:6][C:5]([C:8]2[N:12]([CH2:13][CH2:14]O)[C:11](=[O:16])[N:10]([CH2:17][C:18]([NH:20][C:21]([CH3:33])([C:23]3[CH:28]=[CH:27][CH:26]=[C:25]([C:29]([F:32])([F:31])[F:30])[CH:24]=3)[CH3:22])=[O:19])[N:9]=2)=[CH:4][CH:3]=1.C(N(S(F)(F)[F:40])CC)C.O. (6) Given the product [CH3:24][C:2]1[C:7]2[C:8](=[O:23])[C:9]3[C:10]([CH:21]=[CH:22][C:6]=2[CH:5]=[CH:4][CH:3]=1)=[N:11][CH:12]=[C:13]([C:15]1[CH:20]=[CH:19][CH:18]=[CH:17][CH:16]=1)[CH:14]=3, predict the reactants needed to synthesize it. The reactants are: Br[C:2]1[C:7]2[C:8](=[O:23])[C:9]3[C:10]([CH:21]=[CH:22][C:6]=2[CH:5]=[CH:4][CH:3]=1)=[N:11][CH:12]=[C:13]([C:15]1[CH:20]=[CH:19][CH:18]=[CH:17][CH:16]=1)[CH:14]=3.[CH3:24]B1OB(C)OB(C)O1.C(=O)([O-])[O-].[K+].[K+]. (7) Given the product [NH2:31][CH2:30][CH2:29][NH:32][C:2]1[N:7]([CH2:8][C:9]2[CH:16]=[CH:15][CH:14]=[CH:13][C:10]=2[C:11]#[N:12])[C:6](=[O:17])[N:5]([CH2:21][CH3:22])[C:4](=[O:18])[CH:3]=1, predict the reactants needed to synthesize it. The reactants are: Cl[C:2]1[N:7]([CH2:8][C:9]2[CH:16]=[CH:15][CH:14]=[CH:13][C:10]=2[C:11]#[N:12])[C:6](=[O:17])[NH:5][C:4](=[O:18])[CH:3]=1.[H-].[Na+].[CH2:21](Br)[CH3:22].C([O-])(O)=O.[Na+].[CH2:29]([NH2:32])[CH2:30][NH2:31]. (8) Given the product [CH:25]([N:21]1[C:20]([C:14]2[N:13]=[C:12]3[C:11]4[CH:28]=[CH:29][C:8]([O:7][C@H:5]([CH3:6])[C:4]([NH2:36])=[O:30])=[CH:9][C:10]=4[O:19][CH2:18][CH2:17][N:16]3[CH:15]=2)=[N:24][CH:23]=[N:22]1)([CH3:26])[CH3:27], predict the reactants needed to synthesize it. The reactants are: C(O[C:4](=[O:30])[C@H:5]([O:7][C:8]1[CH:29]=[CH:28][C:11]2[C:12]3[N:16]([CH2:17][CH2:18][O:19][C:10]=2[CH:9]=1)[CH:15]=[C:14]([C:20]1[N:21]([CH:25]([CH3:27])[CH3:26])[N:22]=[CH:23][N:24]=1)[N:13]=3)[CH3:6])C.O.[OH-].[Li+].Cl.C[N:36](C(ON1N=NC2C=CC=NC1=2)=[N+](C)C)C.F[P-](F)(F)(F)(F)F.[Cl-].[NH4+].C(N(CC)CC)C. (9) The reactants are: [F:1][C:2]1[CH:15]=[CH:14][C:5]([O:6][C:7]2[CH:13]=[CH:12][C:10]([NH2:11])=[CH:9][CH:8]=2)=[CH:4][CH:3]=1.[CH:16](=O)[CH2:17][CH2:18][CH3:19].[BH-](OC(C)=O)(OC(C)=O)OC(C)=O.[Na+]. Given the product [CH2:16]([NH:11][C:10]1[CH:12]=[CH:13][C:7]([O:6][C:5]2[CH:14]=[CH:15][C:2]([F:1])=[CH:3][CH:4]=2)=[CH:8][CH:9]=1)[CH2:17][CH2:18][CH3:19], predict the reactants needed to synthesize it. (10) Given the product [N+:10]([C:4]1[CH:3]=[C:2]([C:23]2[CH:22]=[CH:21][C:20]([C:18]([N:13]3[CH2:14][CH2:15][CH2:16][CH2:17]3)=[O:19])=[CH:25][CH:24]=2)[CH:9]=[CH:8][C:5]=1[CH:6]=[O:7])([O-:12])=[O:11], predict the reactants needed to synthesize it. The reactants are: Br[C:2]1[CH:9]=[CH:8][C:5]([CH:6]=[O:7])=[C:4]([N+:10]([O-:12])=[O:11])[CH:3]=1.[N:13]1([C:18]([C:20]2[CH:25]=[CH:24][C:23](B(O)O)=[CH:22][CH:21]=2)=[O:19])[CH2:17][CH2:16][CH2:15][CH2:14]1.CCO.C([O-])([O-])=O.[Na+].[Na+].